Dataset: Forward reaction prediction with 1.9M reactions from USPTO patents (1976-2016). Task: Predict the product of the given reaction. (1) Given the reactants C[O:2][C:3]1[CH:12]=[CH:11][C:10]2[C:5](=[CH:6][CH:7]=[C:8]([C:13]3[CH:18]=[C:17]([CH3:19])[CH:16]=[C:15]([O:20]C)[CH:14]=3)[CH:9]=2)[CH:4]=1.B(Br)(Br)Br, predict the reaction product. The product is: [OH:20][C:15]1[CH:14]=[C:13]([C:8]2[CH:9]=[C:10]3[C:5](=[CH:6][CH:7]=2)[CH:4]=[C:3]([OH:2])[CH:12]=[CH:11]3)[CH:18]=[C:17]([CH3:19])[CH:16]=1. (2) Given the reactants [C:1]1([NH2:8])[C:2]([NH2:7])=[CH:3][CH:4]=[CH:5][CH:6]=1.O=[C:10]1[CH2:15][CH2:14][CH2:13][N:12]([C:16]([O:18][C:19]([CH3:22])([CH3:21])[CH3:20])=[O:17])[CH2:11]1, predict the reaction product. The product is: [NH2:7][C:2]1[CH:3]=[CH:4][CH:5]=[CH:6][C:1]=1[NH:8][CH:14]1[CH2:15][CH2:10][CH2:11][N:12]([C:16]([O:18][C:19]([CH3:22])([CH3:21])[CH3:20])=[O:17])[CH2:13]1.